From a dataset of Full USPTO retrosynthesis dataset with 1.9M reactions from patents (1976-2016). Predict the reactants needed to synthesize the given product. (1) Given the product [CH3:2][N:3]1[CH2:8][CH2:7][CH:6]([C:9]([Cl:14])=[O:11])[CH2:5][CH2:4]1, predict the reactants needed to synthesize it. The reactants are: Cl.[CH3:2][N:3]1[CH2:8][CH2:7][CH:6]([C:9]([OH:11])=O)[CH2:5][CH2:4]1.S(Cl)([Cl:14])=O. (2) Given the product [CH2:1]([O:8][C:9](=[O:31])[NH:10][CH2:11][CH2:12][CH2:13][CH2:14][CH2:15][C:16]1[N:17]([CH2:18][CH2:19][CH3:20])[C:21]2[CH:26]=[C:25]([C:27]#[N:28])[CH:24]=[CH:23][C:22]=2[N:29]=1)[C:2]1[CH:7]=[CH:6][CH:5]=[CH:4][CH:3]=1, predict the reactants needed to synthesize it. The reactants are: [CH2:1]([O:8][C:9](=[O:31])[NH:10][CH2:11][CH2:12][CH2:13][CH2:14][CH2:15][C:16](=O)[N:17]([C:21]1[CH:26]=[C:25]([C:27]#[N:28])[CH:24]=[CH:23][C:22]=1[NH2:29])[CH2:18][CH2:19][CH3:20])[C:2]1[CH:7]=[CH:6][CH:5]=[CH:4][CH:3]=1.Cl.O1CCOCC1. (3) Given the product [Cl:1][C:2]1[CH:3]=[CH:4][C:5]([CH2:6][N:7]2[C:16]3[C:11](=[CH:12][CH:13]=[CH:14][CH:15]=3)[C:10]([CH2:17][CH:18]3[S:22][C:21](=[O:23])[NH:20][C:19]3=[O:24])=[CH:9][C:8]2=[O:25])=[CH:26][CH:27]=1, predict the reactants needed to synthesize it. The reactants are: [Cl:1][C:2]1[CH:27]=[CH:26][C:5]([CH2:6][N:7]2[C:16]3[C:11](=[CH:12][CH:13]=[CH:14][CH:15]=3)[C:10]([CH:17]=[C:18]3[S:22][C:21](=[O:23])[NH:20][C:19]3=[O:24])=[CH:9][C:8]2=[O:25])=[CH:4][CH:3]=1.CC1NC(C)=C(C(OCC)=O)CC=1C(OCC)=O. (4) The reactants are: [C:1](=[O:21])(OC1C=CC([N+]([O-])=O)=CC=1)[O:2][CH2:3][C:4]1[CH:5]=[N:6][C:7]([CH3:10])=[CH:8][CH:9]=1.CCN(C(C)C)C(C)C.[NH:31]1[CH2:36][CH2:35][O:34][CH2:33][CH2:32]1. Given the product [N:31]1([C:1]([O:2][CH2:3][C:4]2[CH:5]=[N:6][C:7]([CH3:10])=[CH:8][CH:9]=2)=[O:21])[CH2:36][CH2:35][O:34][CH2:33][CH2:32]1, predict the reactants needed to synthesize it. (5) Given the product [CH2:1]([S:8][C:9]1[CH:10]=[C:11]2[C:16](=[CH:17][CH:18]=1)[N:15]([C:19]1[C:24]([OH:25])=[CH:23][C:22]([C:27]3[CH:32]=[CH:31][CH:30]=[C:29]([F:33])[CH:28]=3)=[C:21]([F:34])[CH:20]=1)[C:14](=[O:35])[CH:13]=[CH:12]2)[C:2]1[CH:7]=[CH:6][CH:5]=[CH:4][CH:3]=1, predict the reactants needed to synthesize it. The reactants are: [CH2:1]([S:8][C:9]1[CH:10]=[C:11]2[C:16](=[CH:17][CH:18]=1)[N:15]([C:19]1[C:24]([O:25]C)=[CH:23][C:22]([C:27]3[CH:32]=[CH:31][CH:30]=[C:29]([F:33])[CH:28]=3)=[C:21]([F:34])[CH:20]=1)[C:14](=[O:35])[CH:13]=[CH:12]2)[C:2]1[CH:7]=[CH:6][CH:5]=[CH:4][CH:3]=1.B(Br)(Br)Br. (6) Given the product [Cl:1][C:2]1[CH:11]=[C:10]([C:12]([NH:14][CH2:15][C:16]2[CH:24]=[CH:23][CH:22]=[C:21]3[C:17]=2[CH:18]=[N:19][N:20]3[CH:25]2[CH2:30][CH2:29][CH2:28][CH2:27][O:26]2)=[O:13])[CH:9]=[CH:8][C:3]=1[C:4]([OH:6])=[O:5], predict the reactants needed to synthesize it. The reactants are: [Cl:1][C:2]1[CH:11]=[C:10]([C:12]([NH:14][CH2:15][C:16]2[CH:24]=[CH:23][CH:22]=[C:21]3[C:17]=2[CH:18]=[N:19][N:20]3[CH:25]2[CH2:30][CH2:29][CH2:28][CH2:27][O:26]2)=[O:13])[CH:9]=[CH:8][C:3]=1[C:4]([O:6]C)=[O:5].[OH-].[Na+]. (7) Given the product [C:1]([NH:4][C:5]1[CH:6]=[CH:7][C:8]([C:11](=[C:25]2[CH2:26][CH2:27][N:28]([CH2:31][C:42]3[S:43][CH:44]=[CH:40][N:41]=3)[CH2:29][CH2:30]2)[C:12]2[CH:24]=[CH:23][C:15]([C:16]([N:18]([CH2:19][CH3:20])[CH2:21][CH3:22])=[O:17])=[CH:14][CH:13]=2)=[CH:9][CH:10]=1)(=[O:3])[CH3:2], predict the reactants needed to synthesize it. The reactants are: [C:1]([NH:4][C:5]1[CH:10]=[CH:9][C:8]([C:11](=[C:25]2[CH2:30][CH2:29][NH:28][CH2:27][CH2:26]2)[C:12]2[CH:24]=[CH:23][C:15]([C:16]([N:18]([CH2:21][CH3:22])[CH2:19][CH3:20])=[O:17])=[CH:14][CH:13]=2)=[CH:7][CH:6]=1)(=[O:3])[CH3:2].[C:31](=O)([O-])[O-].[K+].[K+].Cl.ClC[C:40]1[N:41]=[CH:42][S:43][CH:44]=1.